Dataset: Forward reaction prediction with 1.9M reactions from USPTO patents (1976-2016). Task: Predict the product of the given reaction. Given the reactants [C:1]([O:5][C:6]([NH:8][C@@H:9]([CH2:14][C:15]1[C:24]2[C:19](=[CH:20][CH:21]=[CH:22][CH:23]=2)[C:18](OS(C(F)(F)F)(=O)=O)=[CH:17][CH:16]=1)[C:10]([O:12][CH3:13])=[O:11])=[O:7])([CH3:4])([CH3:3])[CH3:2].P(C(C)(C)C)(C(C)(C)C)C(C)(C)C.[CH2:46]([NH:50][C:51](=[O:60])[O:52][CH2:53][C:54]1[CH:59]=[CH:58][CH:57]=[CH:56][CH:55]=1)[CH2:47][C:48]#[CH:49], predict the reaction product. The product is: [CH2:53]([O:52][C:51]([NH:50][CH2:46][CH2:47][C:48]#[C:49][C:18]1[C:19]2[C:24](=[CH:23][CH:22]=[CH:21][CH:20]=2)[C:15]([CH2:14][C@H:9]([NH:8][C:6]([O:5][C:1]([CH3:4])([CH3:2])[CH3:3])=[O:7])[C:10]([O:12][CH3:13])=[O:11])=[CH:16][CH:17]=1)=[O:60])[C:54]1[CH:59]=[CH:58][CH:57]=[CH:56][CH:55]=1.